From a dataset of Full USPTO retrosynthesis dataset with 1.9M reactions from patents (1976-2016). Predict the reactants needed to synthesize the given product. (1) Given the product [N:9]1[CH:10]=[CH:11][CH:12]=[CH:13][C:8]=1[C:7]1[C:3]2[S:24][C:23]([NH:22][C:20]([C:16]3[O:15][CH:19]=[CH:18][CH:17]=3)=[O:21])=[N:14][C:4]=2[NH:5][N:6]=1, predict the reactants needed to synthesize it. The reactants are: Br.Br[C:3]1[C:7]([C:8]2[CH:13]=[CH:12][CH:11]=[CH:10][N:9]=2)=[N:6][NH:5][C:4]=1[NH2:14].[O:15]1[CH:19]=[CH:18][CH:17]=[C:16]1[C:20]([N:22]=[C:23]=[S:24])=[O:21].N1C=CC=CC=1.CS(C)=O. (2) Given the product [Cl:21][C:16]1[CH:17]=[CH:18][CH:19]=[CH:20][C:15]=1[N:3]1[C:4](=[O:14])[C:5]2[C:6](=[N:7][C:8]([S:11][CH3:12])=[N:9][CH:10]=2)[N:13]2[C:22]([CH3:23])=[N:25][N:26]=[C:2]12, predict the reactants needed to synthesize it. The reactants are: Cl[C:2]1[N:3]([C:15]2[CH:20]=[CH:19][CH:18]=[CH:17][C:16]=2[Cl:21])[C:4](=[O:14])[C:5]2[C:6]([N:13]=1)=[N:7][C:8]([S:11][CH3:12])=[N:9][CH:10]=2.[C:22]([NH:25][NH2:26])(=O)[CH3:23]. (3) The reactants are: [Cl:1][C:2]1[CH:7]=[C:6]([O:8][CH2:9][CH2:10][C@@H:11]2[CH2:13][C@@H:12]2[CH:14]2[CH2:19][CH2:18][N:17]([C:20]3[N:25]=[CH:24][C:23]([CH2:26][O:27][CH3:28])=[CH:22][N:21]=3)[CH2:16][CH2:15]2)[CH:5]=[CH:4][C:3]=1[CH2:29][C:30]([O:32]C(C)(C)C)=[O:31].C(O)(C(F)(F)F)=O. Given the product [Cl:1][C:2]1[CH:7]=[C:6]([O:8][CH2:9][CH2:10][C@@H:11]2[CH2:13][C@@H:12]2[CH:14]2[CH2:19][CH2:18][N:17]([C:20]3[N:21]=[CH:22][C:23]([CH2:26][O:27][CH3:28])=[CH:24][N:25]=3)[CH2:16][CH2:15]2)[CH:5]=[CH:4][C:3]=1[CH2:29][C:30]([OH:32])=[O:31], predict the reactants needed to synthesize it. (4) Given the product [CH3:1][N:2]([CH3:16])[S:3]([C:6]1[CH:7]=[C:8]([CH:11]=[CH:12][C:13]=1[O:14][CH3:15])[CH2:9][Cl:19])(=[O:5])=[O:4], predict the reactants needed to synthesize it. The reactants are: [CH3:1][N:2]([CH3:16])[S:3]([C:6]1[CH:7]=[C:8]([CH:11]=[CH:12][C:13]=1[O:14][CH3:15])[CH2:9]O)(=[O:5])=[O:4].S(Cl)([Cl:19])=O. (5) Given the product [CH3:14][O:13][C:10]1[CH:9]=[CH:8][C:7]([C:6]([CH:5]([CH:22]([C:30]2[CH:29]=[CH:25][C:36]3[O:33][CH2:31][O:34][C:35]=3[CH:37]=2)[CH2:21][CH2:20][N+:17]([O-:19])=[O:18])[C:4]([O:3][CH2:1][CH3:2])=[O:16])=[O:15])=[CH:12][CH:11]=1, predict the reactants needed to synthesize it. The reactants are: [CH2:1]([O:3][C:4](=[O:16])[CH2:5][C:6](=[O:15])[C:7]1[CH:12]=[CH:11][C:10]([O:13][CH3:14])=[CH:9][CH:8]=1)[CH3:2].[N+:17]([CH:20]=[CH:21][C:22]1[CH:30]=[CH:29][C:25]2OCOC=2C=1)([O-:19])=[O:18].[C:31]([O:34][CH2:35][CH3:36])(=[O:33])C.[C:37]1(C)C=CC=CC=1. (6) The reactants are: Cl[C:2]1C=C(C)C2C(=CC=C(C#CC3C=CC(C4C=CC(Cl)=CC=4)=CN=3)C=2)[N:3]=1.Br[C:29]1[CH:38]=[C:37]([CH3:39])[C:36]2[C:31](=[CH:32][CH:33]=[C:34]([C:40]#[C:41][C:42]3[CH:47]=[CH:46][C:45]([C:48]4[CH:53]=[CH:52][C:51]([Cl:54])=[CH:50][CH:49]=4)=[CH:44][N:43]=3)[CH:35]=2)[N:30]=1. Given the product [Cl:54][C:51]1[CH:52]=[CH:53][C:48]([C:45]2[CH:46]=[CH:47][C:42]([C:41]#[C:40][C:34]3[CH:35]=[C:36]4[C:31](=[CH:32][CH:33]=3)[N:30]=[C:29]([CH2:2][NH2:3])[CH:38]=[C:37]4[CH3:39])=[N:43][CH:44]=2)=[CH:49][CH:50]=1, predict the reactants needed to synthesize it. (7) The reactants are: C1(C2C(CN3CCO[C@H](CC4C=CC([Cl:32])=C(Cl)C=4)C3)=CC(F)=C(C=2)C(OC(C)(C)C)=O)CC1.[CH:34]1([C:37]2[C:38]([CH2:51][N:52]3[CH2:57][CH2:56][O:55][C@H:54]([CH2:58][C:59]4[CH:64]=[CH:63][C:62]([F:65])=[CH:61][C:60]=4[Cl:66])[CH2:53]3)=[CH:39][C:40]([F:50])=[C:41]([CH:49]=2)[C:42]([O:44]C(C)(C)C)=[O:43])[CH2:36][CH2:35]1. Given the product [ClH:32].[Cl:66][C:60]1[CH:61]=[C:62]([F:65])[CH:63]=[CH:64][C:59]=1[CH2:58][C@@H:54]1[CH2:53][N:52]([CH2:51][C:38]2[C:37]([CH:34]3[CH2:36][CH2:35]3)=[CH:49][C:41]([C:42]([OH:44])=[O:43])=[C:40]([F:50])[CH:39]=2)[CH2:57][CH2:56][O:55]1, predict the reactants needed to synthesize it. (8) Given the product [CH2:1]([N:8]1[CH2:15][CH2:14][O:13][CH2:12][C:9]21[CH2:10][CH2:11]2)[C:2]1[CH:3]=[CH:4][CH:5]=[CH:6][CH:7]=1, predict the reactants needed to synthesize it. The reactants are: [CH2:1]([N:8]1[C:15](=O)[CH2:14][O:13][CH2:12][C:9]21[CH2:11][CH2:10]2)[C:2]1[CH:7]=[CH:6][CH:5]=[CH:4][CH:3]=1.[H-].[Al+3].[Li+].[H-].[H-].[H-].[F-].[Na+].O.